This data is from Reaction yield outcomes from USPTO patents with 853,638 reactions. The task is: Predict the reaction yield, written as a fraction of the theoretical maximum amount of product (1.0 means a 100% yield; for example, 0.34 means a 34% yield). (1) The reactants are C1([C@@H](N2C[C@H]3C[C@]2([C:17]2[NH:21][C:20]4[CH:22]=[CH:23][CH:24]=[C:25]([C:26]([NH2:28])=[O:27])[C:19]=4[N:18]=2)CCC3)C)C=CC=CC=1. The catalyst is CO.[Pd]. The product is [NH:21]1[C:20]2[CH:22]=[CH:23][CH:24]=[C:25]([C:26]([NH2:28])=[O:27])[C:19]=2[N:18]=[CH:17]1. The yield is 0.810. (2) The reactants are [CH3:1][O:2][C:3]1[CH:8]=[CH:7][C:6]([CH2:9][C:10]#[N:11])=[CH:5][CH:4]=1.[C:12]1(=[O:18])[CH2:17][CH2:16][CH2:15][CH2:14][CH2:13]1.N12CCCN=C1CCCCC2.Cl. The catalyst is CCCCCC.C(OCC)(=O)C. The product is [C:10]([CH:9]([C:6]1[CH:7]=[CH:8][C:3]([O:2][CH3:1])=[CH:4][CH:5]=1)[C:12]1([OH:18])[CH2:17][CH2:16][CH2:15][CH2:14][CH2:13]1)#[N:11]. The yield is 0.880.